From a dataset of Forward reaction prediction with 1.9M reactions from USPTO patents (1976-2016). Predict the product of the given reaction. (1) Given the reactants C1(C)C=CC=CC=1.[Cl:8][C:9]1[C:16]([Cl:17])=[CH:15][CH:14]=[C:13]([N+:18]([O-:20])=[O:19])[C:10]=1[CH:11]=[O:12].[BH4-].[Na+], predict the reaction product. The product is: [Cl:8][C:9]1[C:16]([Cl:17])=[CH:15][CH:14]=[C:13]([N+:18]([O-:20])=[O:19])[C:10]=1[CH2:11][OH:12]. (2) Given the reactants [CH:1](=[O:4])[CH2:2][CH3:3].[CH:5](=[O:10])[CH2:6][CH:7]([CH3:9])[CH3:8].N1CCC[C@H]1C(O)=O, predict the reaction product. The product is: [OH:10][C@@H:5]([CH2:6][CH:7]([CH3:9])[CH3:8])[C@H:2]([CH3:3])[CH:1]=[O:4]. (3) Given the reactants [NH2:1][C:2]1[CH:3]=[C:4]([C@H:21]2[CH2:23][C@H:22]2[C:24]([O:26][CH2:27][CH3:28])=[O:25])[CH:5]=[CH:6][C:7]=1[N:8]([CH:15]1[CH2:20][CH2:19][CH2:18][CH2:17][CH2:16]1)[CH2:9][CH2:10][C:11]([F:14])([F:13])[F:12].[C:29](Cl)(=O)[O:30]C1C=CC([N+]([O-])=O)=CC=1.[NH2:42][C:43]1[CH:48]=[CH:47][C:46]([CH3:49])=[CH:45][CH:44]=1.C(N(CC)CC)C, predict the reaction product. The product is: [CH:15]1([N:8]([CH2:9][CH2:10][C:11]([F:12])([F:13])[F:14])[C:7]2[CH:6]=[CH:5][C:4]([C@H:21]3[CH2:23][C@H:22]3[C:24]([O:26][CH2:27][CH3:28])=[O:25])=[CH:3][C:2]=2[NH:1][C:29]([NH:42][C:43]2[CH:48]=[CH:47][C:46]([CH3:49])=[CH:45][CH:44]=2)=[O:30])[CH2:20][CH2:19][CH2:18][CH2:17][CH2:16]1. (4) The product is: [CH3:1][O:2][C:3]1[C:4]([N:29]2[CH2:33][CH2:32][CH2:31][CH2:30]2)=[CH:5][C:6]2[CH2:15][CH:14]([C:16]([CH3:21])([CH3:20])[CH2:17][O:18][CH3:19])[N:13]3[C:8](=[CH:9][C:10](=[O:27])[C:11]([C:22]([OH:24])=[O:23])=[CH:12]3)[C:7]=2[CH:28]=1. Given the reactants [CH3:1][O:2][C:3]1[C:4]([N:29]2[CH2:33][CH2:32][CH2:31][CH2:30]2)=[CH:5][C:6]2[CH2:15][CH:14]([C:16]([CH3:21])([CH3:20])[CH2:17][O:18][CH3:19])[N:13]3[C:8](=[CH:9][C:10](=[O:27])[C:11]([C:22]([O:24]CC)=[O:23])=[CH:12]3)[C:7]=2[CH:28]=1.[OH-].[Na+].Cl.CCOC(C)=O, predict the reaction product. (5) Given the reactants [CH:1]12[CH2:7][CH:4]([CH:5]=[CH:6]1)[N:3]([C:8]([C:10]1[CH:15]=[CH:14][CH:13]=[CH:12][CH:11]=1)=[O:9])[O:2]2.C(#N)C.O.[BH4-].[Na+], predict the reaction product. The product is: [OH:2][CH:1]1[CH2:7][CH:4]([NH:3][C:8](=[O:9])[C:10]2[CH:15]=[CH:14][CH:13]=[CH:12][CH:11]=2)[CH:5]=[CH:6]1. (6) The product is: [CH2:40]([O:42][C:11](=[O:38])[CH2:12][N:13]1[N:19]=[C:18]([CH:20]2[CH2:21][CH2:22][CH2:23][CH2:24][CH2:25]2)[C:17]2[CH:26]=[CH:27][CH:28]=[CH:29][C:16]=2[N:15]([CH2:30][C:31](=[O:36])[C:32]([CH3:34])([CH3:33])[CH3:35])[C:14]1=[O:37])[CH3:41]. Given the reactants COC(=O)C1C=CC=C(N[C:11](=[O:38])[CH2:12][N:13]2[N:19]=[C:18]([CH:20]3[CH2:25][CH2:24][CH2:23][CH2:22][CH2:21]3)[C:17]3[CH:26]=[CH:27][CH:28]=[CH:29][C:16]=3[N:15]([CH2:30][C:31](=[O:36])[C:32]([CH3:35])([CH3:34])[CH3:33])[C:14]2=[O:37])C=1.[CH2:40]([O:42]C(=O)CN1C2C(=CC=C(N)C=2)C=C1)[CH3:41], predict the reaction product. (7) The product is: [CH2:1]([N:5]1[CH:10]=[CH:9][C:8]([CH2:1][N:5]([CH3:10])[CH3:6])=[C:7]([OH:11])[C:6]1=[S:12])[CH2:2][CH2:3][CH3:4]. Given the reactants [CH2:1]([N:5]1[CH:10]=[CH:9][CH:8]=[C:7]([OH:11])[C:6]1=[S:12])[CH2:2][CH2:3][CH3:4], predict the reaction product. (8) Given the reactants Cl.[NH:2]1[CH2:7][CH2:6][CH2:5][CH:4]([C:8]2[CH:23]=[CH:22][C:11]([O:12][C:13]3[CH:21]=[CH:20][C:16]([C:17]([NH2:19])=[O:18])=[CH:15][N:14]=3)=[CH:10][CH:9]=2)[CH2:3]1.[F:24][C:25]1[CH:32]=[CH:31][CH:30]=[CH:29][C:26]=1[CH:27]=O.[BH4-].[Na+], predict the reaction product. The product is: [F:24][C:25]1[CH:32]=[CH:31][CH:30]=[CH:29][C:26]=1[CH2:27][N:2]1[CH2:7][CH2:6][CH2:5][CH:4]([C:8]2[CH:9]=[CH:10][C:11]([O:12][C:13]3[CH:21]=[CH:20][C:16]([C:17]([NH2:19])=[O:18])=[CH:15][N:14]=3)=[CH:22][CH:23]=2)[CH2:3]1. (9) Given the reactants [NH2:1][C:2]([NH2:4])=[S:3].Br[CH:6]([CH3:30])[C:7]([C:9]1[CH:10]=[C:11]2[C:15](=[CH:16][CH:17]=1)[N:14]([S:18]([C:21]1[CH:26]=[CH:25][CH:24]=[CH:23][C:22]=1[N+:27]([O-:29])=[O:28])(=[O:20])=[O:19])[CH2:13][CH2:12]2)=O, predict the reaction product. The product is: [CH3:30][C:6]1[S:3][C:2]([NH2:4])=[N:1][C:7]=1[C:9]1[CH:10]=[C:11]2[C:15](=[CH:16][CH:17]=1)[N:14]([S:18]([C:21]1[CH:26]=[CH:25][CH:24]=[CH:23][C:22]=1[N+:27]([O-:29])=[O:28])(=[O:20])=[O:19])[CH2:13][CH2:12]2. (10) Given the reactants [NH2:1][CH2:2][C:3]1[CH:8]=[CH:7][C:6]([S:9]([N:12]([C:25]2[N:26]=[CH:27][C:28]3[C:33]([C:34]=2[CH:35]2[CH2:37][CH2:36]2)=[CH:32][CH:31]=[CH:30][CH:29]=3)[CH2:13][C:14]2[CH:19]=[CH:18][C:17]([O:20][C:21]([F:24])([F:23])[F:22])=[CH:16][CH:15]=2)(=[O:11])=[O:10])=[CH:5][CH:4]=1.C(N(CC)CC)C.[F:45][C:46]([F:59])([F:58])[S:47](O[S:47]([C:46]([F:59])([F:58])[F:45])(=[O:49])=[O:48])(=[O:49])=[O:48].C(OCC)(=O)C, predict the reaction product. The product is: [CH:35]1([C:34]2[C:33]3[C:28](=[CH:29][CH:30]=[CH:31][CH:32]=3)[CH:27]=[N:26][C:25]=2[N:12]([CH2:13][C:14]2[CH:15]=[CH:16][C:17]([O:20][C:21]([F:24])([F:22])[F:23])=[CH:18][CH:19]=2)[S:9]([C:6]2[CH:5]=[CH:4][C:3]([CH2:2][NH:1][S:47]([C:46]([F:59])([F:58])[F:45])(=[O:49])=[O:48])=[CH:8][CH:7]=2)(=[O:10])=[O:11])[CH2:37][CH2:36]1.